This data is from Forward reaction prediction with 1.9M reactions from USPTO patents (1976-2016). The task is: Predict the product of the given reaction. Given the reactants Br[C:2]1[C:7]([O:8][CH3:9])=[CH:6][CH:5]=[CH:4][N:3]=1.CC1(C)C(C)(C)OB([C:18]2[C:19]3[CH:26]=[C:25]([CH2:27][OH:28])[CH:24]=[CH:23][C:20]=3[S:21][CH:22]=2)O1.C([O-])([O-])=O.[Cs+].[Cs+], predict the reaction product. The product is: [CH3:9][O:8][C:7]1[C:2]([C:18]2[C:19]3[CH:26]=[C:25]([CH2:27][OH:28])[CH:24]=[CH:23][C:20]=3[S:21][CH:22]=2)=[N:3][CH:4]=[CH:5][CH:6]=1.